From a dataset of Full USPTO retrosynthesis dataset with 1.9M reactions from patents (1976-2016). Predict the reactants needed to synthesize the given product. (1) Given the product [Cl:1][C:2]1[CH:3]=[CH:4][C:5]2[N:11]3[CH:12]=[CH:13][CH:14]=[C:10]3[C@@H:9]([CH2:15][CH:16]([OH:33])[CH2:17][C:18]([N:20]3[CH2:25][CH2:24][N:23]([C:26](=[O:32])[C:27]([OH:29])=[O:28])[CH2:22][CH2:21]3)=[O:19])[O:8][C@H:7]([C:34]3[CH:39]=[CH:38][CH:37]=[C:36]([O:40][CH3:41])[C:35]=3[O:42][CH3:43])[C:6]=2[CH:44]=1, predict the reactants needed to synthesize it. The reactants are: [Cl:1][C:2]1[CH:3]=[CH:4][C:5]2[N:11]3[CH:12]=[CH:13][CH:14]=[C:10]3[C@@H:9]([CH2:15][CH:16]([OH:33])[CH2:17][C:18]([N:20]3[CH2:25][CH2:24][N:23]([C:26](=[O:32])[C:27]([O:29]CC)=[O:28])[CH2:22][CH2:21]3)=[O:19])[O:8][C@H:7]([C:34]3[CH:39]=[CH:38][CH:37]=[C:36]([O:40][CH3:41])[C:35]=3[O:42][CH3:43])[C:6]=2[CH:44]=1.C(=O)([O-])[O-].[K+].[K+].C(O)(=O)C. (2) Given the product [OH:38][C:35]1[CH:36]=[CH:37][C:32]([C:2]2[N:6]3[CH:7]=[C:8]([CH3:23])[N:9]=[C:10]([NH:11][CH2:12][C:13]4[CH:18]=[CH:17][C:16]([S:19]([NH2:22])(=[O:21])=[O:20])=[CH:15][CH:14]=4)[C:5]3=[N:4][CH:3]=2)=[CH:33][CH:34]=1, predict the reactants needed to synthesize it. The reactants are: Br[C:2]1[N:6]2[CH:7]=[C:8]([CH3:23])[N:9]=[C:10]([NH:11][CH2:12][C:13]3[CH:18]=[CH:17][C:16]([S:19]([NH2:22])(=[O:21])=[O:20])=[CH:15][CH:14]=3)[C:5]2=[N:4][CH:3]=1.CC1(C)C(C)(C)OB([C:32]2[CH:37]=[CH:36][C:35]([OH:38])=[CH:34][CH:33]=2)O1.C([O-])([O-])=O.[K+].[K+].O.O(C1C=CC=CC=1P(C1C=CC=CC=1)C1C=CC=CC=1)C1C=CC=CC=1P(C1C=CC=CC=1)C1C=CC=CC=1.